From a dataset of Forward reaction prediction with 1.9M reactions from USPTO patents (1976-2016). Predict the product of the given reaction. (1) Given the reactants [CH3:1][N:2]1[C:7](=[O:8])[C:6]([NH:9][C:10]2[CH:15]=[CH:14][C:13]([C:16]([N:18]3[CH2:23][CH2:22][O:21][CH2:20][C@H:19]3[CH3:24])=[O:17])=[CH:12][N:11]=2)=[CH:5][C:4](B(O)O)=[CH:3]1.[C:28]([C:32]1[CH:33]=[C:34]2[C:39](=[C:40]([F:42])[CH:41]=1)[C:38](=[O:43])[N:37]([C:44]1[N:51]=[CH:50][CH:49]=[C:48](Cl)[C:45]=1[CH:46]=[O:47])[N:36]=[CH:35]2)([CH3:31])([CH3:30])[CH3:29].[O-]P([O-])([O-])=O.[K+].[K+].[K+].C([O-])(=O)C.[Na+], predict the reaction product. The product is: [C:28]([C:32]1[CH:33]=[C:34]2[C:39](=[C:40]([F:42])[CH:41]=1)[C:38](=[O:43])[N:37]([C:44]1[N:51]=[CH:50][CH:49]=[C:48]([C:4]3[CH:5]=[C:6]([NH:9][C:10]4[CH:15]=[CH:14][C:13]([C:16]([N:18]5[CH2:23][CH2:22][O:21][CH2:20][C@H:19]5[CH3:24])=[O:17])=[CH:12][N:11]=4)[C:7](=[O:8])[N:2]([CH3:1])[CH:3]=3)[C:45]=1[CH:46]=[O:47])[N:36]=[CH:35]2)([CH3:31])([CH3:29])[CH3:30]. (2) Given the reactants [S:1]1[C:5]2[CH:6]=[CH:7][CH:8]=[CH:9][C:4]=2[N:3]=[C:2]1[NH:10][C:11]([C:13]1[CH:14]=[CH:15][CH:16]=[C:17]2[C:22]=1[CH2:21][N:20]([C:23]1[N:28]=[C:27]([C:29]([O:31]C)=[O:30])[C:26]([C:33]3[CH:38]=[CH:37][CH:36]=[C:35]([O:39][C:40]4[CH:45]=[CH:44][C:43]([N+:46]([O-:48])=[O:47])=[CH:42][CH:41]=4)[CH:34]=3)=[CH:25][CH:24]=1)[CH2:19][CH2:18]2)=[O:12].O[Li].O.Cl, predict the reaction product. The product is: [S:1]1[C:5]2[CH:6]=[CH:7][CH:8]=[CH:9][C:4]=2[N:3]=[C:2]1[NH:10][C:11]([C:13]1[CH:14]=[CH:15][CH:16]=[C:17]2[C:22]=1[CH2:21][N:20]([C:23]1[N:28]=[C:27]([C:29]([OH:31])=[O:30])[C:26]([C:33]3[CH:38]=[CH:37][CH:36]=[C:35]([O:39][C:40]4[CH:41]=[CH:42][C:43]([N+:46]([O-:48])=[O:47])=[CH:44][CH:45]=4)[CH:34]=3)=[CH:25][CH:24]=1)[CH2:19][CH2:18]2)=[O:12]. (3) The product is: [CH3:1][O:2][C:3](=[O:19])[CH2:4][CH:5]([C:6]1[S:7][C:8]([C:11]2[CH:16]=[CH:15][N:14]=[C:13]([S:17][CH3:18])[N:12]=2)=[CH:9][CH:10]=1)[CH2:23][N+:20]([O-:22])=[O:21]. Given the reactants [CH3:1][O:2][C:3](=[O:19])/[CH:4]=[CH:5]/[C:6]1[S:7][C:8]([C:11]2[CH:16]=[CH:15][N:14]=[C:13]([S:17][CH3:18])[N:12]=2)=[CH:9][CH:10]=1.[N+:20]([CH3:23])([O-:22])=[O:21], predict the reaction product. (4) The product is: [NH2:1][C:4]1[CH:5]=[C:6]([CH:11]=[C:12]([C:14]([F:15])([F:16])[F:17])[CH:13]=1)[C:7]([O:9][CH3:10])=[O:8]. Given the reactants [N+:1]([C:4]1[CH:5]=[C:6]([CH:11]=[C:12]([C:14]([F:17])([F:16])[F:15])[CH:13]=1)[C:7]([O:9][CH3:10])=[O:8])([O-])=O.O.O.[Sn](Cl)Cl.O, predict the reaction product. (5) Given the reactants [CH:1]([C:4]1[CH:11]=[CH:10][C:7]([CH2:8][NH2:9])=[CH:6][CH:5]=1)([CH3:3])[CH3:2].[C:12](Cl)(Cl)=[O:13].CCN(C(C)C)C(C)C.[NH2:25][C:26]1[CH:35]=[CH:34][CH:33]=[C:32]2[C:27]=1[CH:28]=[C:29]([CH3:36])[N:30]=[CH:31]2, predict the reaction product. The product is: [CH:1]([C:4]1[CH:5]=[CH:6][C:7]([CH2:8][NH:9][C:12]([NH:25][C:26]2[CH:35]=[CH:34][CH:33]=[C:32]3[C:27]=2[CH:28]=[C:29]([CH3:36])[N:30]=[CH:31]3)=[O:13])=[CH:10][CH:11]=1)([CH3:3])[CH3:2].